This data is from Forward reaction prediction with 1.9M reactions from USPTO patents (1976-2016). The task is: Predict the product of the given reaction. (1) Given the reactants Br[C:2]1[N:6]2[CH:7]=[C:8]([C:11]3[CH:16]=[CH:15][C:14]([C:17]([N:19]4[CH2:24][CH2:23][O:22][CH2:21][CH2:20]4)=[O:18])=[C:13]([Cl:25])[CH:12]=3)[N:9]=[CH:10][C:5]2=[N:4][CH:3]=1.[C:26]([C:28]1[CH:33]=[CH:32][N:31]=[C:30]([NH2:34])[CH:29]=1)#[CH:27], predict the reaction product. The product is: [NH2:34][C:30]1[CH:29]=[C:28]([C:26]#[C:27][C:2]2[N:6]3[CH:7]=[C:8]([C:11]4[CH:16]=[CH:15][C:14]([C:17]([N:19]5[CH2:20][CH2:21][O:22][CH2:23][CH2:24]5)=[O:18])=[C:13]([Cl:25])[CH:12]=4)[N:9]=[CH:10][C:5]3=[N:4][CH:3]=2)[CH:33]=[CH:32][N:31]=1. (2) Given the reactants [NH2:1][N:2]1[N:11]=[C:10]([C:12]2[CH:17]=[CH:16][C:15]([Cl:18])=[CH:14][CH:13]=2)[C:9]2[C:4](=[CH:5][CH:6]=[CH:7][CH:8]=2)[C:3]1=[O:19].[Cl:20][C:21]1[CH:22]=[C:23]([CH2:27][C:28](O)=[O:29])[CH:24]=[CH:25][CH:26]=1, predict the reaction product. The product is: [Cl:20][C:21]1[CH:22]=[C:23]([CH2:27][C:28]([NH:1][N:2]2[N:11]=[C:10]([C:12]3[CH:17]=[CH:16][C:15]([Cl:18])=[CH:14][CH:13]=3)[C:9]3[C:4](=[CH:5][CH:6]=[CH:7][CH:8]=3)[C:3]2=[O:19])=[O:29])[CH:24]=[CH:25][CH:26]=1. (3) Given the reactants O[C:2]12[CH2:9][CH2:8][C:5]([C:10]([O:12][CH3:13])=[O:11])([CH2:6][CH2:7]1)[CH2:4][CH2:3]2.CO.ClC(F)C(F)([F:24])N(CC)CC, predict the reaction product. The product is: [F:24][C:2]12[CH2:9][CH2:8][C:5]([C:10]([O:12][CH3:13])=[O:11])([CH2:6][CH2:7]1)[CH2:4][CH2:3]2. (4) Given the reactants [OH:1][C:2]1[C:3](=[O:9])[NH:4][C:5]([SH:8])=[N:6][CH:7]=1.[CH3:10]OS(OC)(=O)=O, predict the reaction product. The product is: [CH3:10][S:8][C:5]1[N:4]=[C:3]([OH:9])[C:2]([OH:1])=[CH:7][N:6]=1. (5) Given the reactants C1(C)C=CC=CC=1.C(=O)([O-])[O-].[Na+].[Na+].Br[C:15]1[CH:22]=[CH:21][C:18]([CH:19]=[O:20])=[CH:17][CH:16]=1.[F:23][C:24]([F:36])([F:35])[O:25][C:26]1[CH:27]=[C:28](B(O)O)[CH:29]=[CH:30][CH:31]=1, predict the reaction product. The product is: [F:23][C:24]([F:35])([F:36])[O:25][C:26]1[CH:31]=[C:30]([C:15]2[CH:22]=[CH:21][C:18]([CH:19]=[O:20])=[CH:17][CH:16]=2)[CH:29]=[CH:28][CH:27]=1. (6) Given the reactants C[O:2][C:3]1[CH:4]=[C:5]([CH2:10][CH2:11][C:12]([O:14][CH2:15][CH3:16])=[O:13])[CH:6]=[C:7]([CH3:9])[CH:8]=1.B(Br)(Br)Br.O, predict the reaction product. The product is: [OH:2][C:3]1[CH:4]=[C:5]([CH2:10][CH2:11][C:12]([O:14][CH2:15][CH3:16])=[O:13])[CH:6]=[C:7]([CH3:9])[CH:8]=1. (7) Given the reactants [C:1]([O:5][C:6]([NH:8][C@@H:9]([CH:13]([CH3:18])[C:14]([O:16][CH3:17])=[O:15])[C:10](O)=O)=[O:7])([CH3:4])([CH3:3])[CH3:2].CN1CCOCC1.C(OC(Cl)=O)C(C)C.[C:34]([C:38]1[CH:43]=[CH:42][C:41]([NH2:44])=[C:40]([NH2:45])[CH:39]=1)([CH3:37])([CH3:36])[CH3:35], predict the reaction product. The product is: [C:1]([O:5][C:6]([NH:8][C@H:9]([C:10]1[NH:44][C:41]2[CH:42]=[CH:43][C:38]([C:34]([CH3:37])([CH3:36])[CH3:35])=[CH:39][C:40]=2[N:45]=1)[CH:13]([CH3:18])[C:14]([O:16][CH3:17])=[O:15])=[O:7])([CH3:4])([CH3:3])[CH3:2]. (8) Given the reactants [Cl:1][C:2]1[CH:3]=[C:4]([N:10]2[C:14]([CH3:15])=[C:13]([CH2:16][C:17]3[CH:25]=[CH:24][CH:23]=[CH:22][C:18]=3[C:19]([OH:21])=O)[C:12]([CH3:26])=[N:11]2)[CH:5]=[CH:6][C:7]=1[C:8]#[N:9].[CH3:27][NH2:28].C1COCC1, predict the reaction product. The product is: [Cl:1][C:2]1[CH:3]=[C:4]([N:10]2[C:14]([CH3:15])=[C:13]([CH2:16][C:17]3[CH:25]=[CH:24][CH:23]=[CH:22][C:18]=3[C:19]([NH:28][CH3:27])=[O:21])[C:12]([CH3:26])=[N:11]2)[CH:5]=[CH:6][C:7]=1[C:8]#[N:9]. (9) Given the reactants S(Cl)(Cl)=O.[Br:5][CH2:6][C@:7]([OH:12])([CH3:11])[C:8](O)=[O:9].CCN(CC)CC.[NH2:20][C:21]1[CH:22]=[CH:23][C:24]([C:31]#[N:32])=[C:25]([C:27]([F:30])([F:29])[F:28])[CH:26]=1, predict the reaction product. The product is: [Br:5][CH2:6][C@:7]([OH:12])([CH3:11])[C:8]([NH:20][C:21]1[CH:22]=[CH:23][C:24]([C:31]#[N:32])=[C:25]([C:27]([F:28])([F:29])[F:30])[CH:26]=1)=[O:9]. (10) Given the reactants [Cl:1][C:2]1[CH:11]=[C:10]([C:12]([NH:14][CH2:15][C:16]2[CH:21]=[C:20]([O:22]C)[CH:19]=[C:18]([O:24]C)[CH:17]=2)=[O:13])[CH:9]=[CH:8][C:3]=1[C:4]([O:6][CH3:7])=[O:5].B(Br)(Br)Br.O, predict the reaction product. The product is: [Cl:1][C:2]1[CH:11]=[C:10]([C:12]([NH:14][CH2:15][C:16]2[CH:17]=[C:18]([OH:24])[CH:19]=[C:20]([OH:22])[CH:21]=2)=[O:13])[CH:9]=[CH:8][C:3]=1[C:4]([O:6][CH3:7])=[O:5].